Predict the reaction yield, written as a fraction of the theoretical maximum amount of product (1.0 means a 100% yield; for example, 0.34 means a 34% yield). From a dataset of Reaction yield outcomes from USPTO patents with 853,638 reactions. (1) The reactants are C[O:2][C:3](=O)[CH2:4][CH2:5][C:6]1[CH:11]=[CH:10][C:9]([CH3:12])=[CH:8][CH:7]=1.O.[OH-].[Na+]. The catalyst is O1CCCC1. The product is [C:9]1([CH3:12])[CH:8]=[CH:7][C:6]([CH2:5][CH2:4][CH2:3][OH:2])=[CH:11][CH:10]=1. The yield is 0.930. (2) The reactants are [H-].[Al+3].[Li+].[H-].[H-].[H-].C([O:9][C:10](=O)[CH2:11][CH:12]1[CH2:17][CH2:16][O:15][CH2:14][CH2:13]1)C. The catalyst is O1CCCC1. The product is [O:15]1[CH2:16][CH2:17][CH:12]([CH2:11][CH2:10][OH:9])[CH2:13][CH2:14]1. The yield is 0.690. (3) The reactants are [N:1]1([C:5](=[O:14])[CH2:6][C:7]2[CH:12]=[CH:11][C:10](Br)=[CH:9][CH:8]=2)[CH2:4][CH2:3][CH2:2]1.[CH3:15][C:16]1([CH3:30])[CH2:21][O:20][B:19]([B:19]2[O:20][CH2:21][C:16]([CH3:30])([CH3:15])[CH2:17][O:18]2)[O:18][CH2:17]1.CC([O-])=O.[K+].Cl. The catalyst is O1CCOCC1.C1C=CC(P(C2C=CC=CC=2)[C-]2C=CC=C2)=CC=1.C1C=CC(P(C2C=CC=CC=2)[C-]2C=CC=C2)=CC=1.Cl[Pd]Cl.[Fe+2]. The product is [N:1]1([C:5](=[O:14])[CH2:6][C:7]2[CH:12]=[CH:11][C:10]([B:19]3[O:20][CH2:21][C:16]([CH3:30])([CH3:15])[CH2:17][O:18]3)=[CH:9][CH:8]=2)[CH2:4][CH2:3][CH2:2]1. The yield is 1.00. (4) The reactants are Br[Zn][CH2:3][C:4]([O:6][CH2:7][CH3:8])=[O:5].[CH:9](=[O:16])[C:10]1[CH:15]=[CH:14][CH:13]=[CH:12][CH:11]=1.Cl.C(OCC)(=O)C. The catalyst is C1COCC1. The product is [OH:16][CH:9]([C:10]1[CH:15]=[CH:14][CH:13]=[CH:12][CH:11]=1)[CH2:3][C:4]([O:6][CH2:7][CH3:8])=[O:5]. The yield is 0.910. (5) The reactants are [NH2:1][C:2]1[CH:3]=[N:4][CH:5]=[CH:6][CH:7]=1.Cl.[N:9]([O-])=O.[Na+].C([O-])(=O)C.[Na+].[CH3:18][O:19][CH2:20][C:21](=[O:27])[CH2:22][C:23]([O:25][CH3:26])=[O:24]. The catalyst is O.CCO. The product is [CH3:18][O:19][CH2:20][C:21](=[O:27])[C:22](=[N:9][NH:1][C:2]1[CH:3]=[N:4][CH:5]=[CH:6][CH:7]=1)[C:23]([O:25][CH3:26])=[O:24]. The yield is 0.970. (6) The product is [Cl:12][C:9]1[CH:8]=[CH:7][N:6]=[C:5]2[CH:4]=[C:3]([CH2:2][O:1][CH2:15][CH2:16][N:17]3[CH2:21][CH2:20][CH2:19][CH2:18]3)[S:11][C:10]=12. The reactants are [OH:1][CH2:2][C:3]1[S:11][C:10]2[C:5](=[N:6][CH:7]=[CH:8][C:9]=2[Cl:12])[CH:4]=1.Cl.Cl[CH2:15][CH2:16][N:17]1[CH2:21][CH2:20][CH2:19][CH2:18]1.[OH-].[Na+].C(=O)(O)[O-].[Na+].S([O-])([O-])(=O)=O.[Mg+2]. The catalyst is [Br-].C([N+](CC)(CC)CC)C1C=CC=CC=1.C1(C)C=CC=CC=1.[Cl-].[Na+].O.C(OCC)(=O)C. The yield is 0.620. (7) The reactants are [NH:1]1[CH2:4][CH:3]([C:5]2[CH:6]=[CH:7][C:8]3[O:17][CH2:16][CH2:15][C:14]4[S:13][C:12]([C:18]5[N:19]([CH:23]([CH3:25])[CH3:24])[N:20]=[CH:21][N:22]=5)=[N:11][C:10]=4[C:9]=3[CH:26]=2)[CH2:2]1.[Cl:27][C:28]1[CH:35]=[CH:34][CH:33]=[CH:32][C:29]=1[CH:30]=O. No catalyst specified. The product is [Cl:27][C:28]1[CH:35]=[CH:34][CH:33]=[CH:32][C:29]=1[CH2:30][N:1]1[CH2:4][CH:3]([C:5]2[CH:6]=[CH:7][C:8]3[O:17][CH2:16][CH2:15][C:14]4[S:13][C:12]([C:18]5[N:19]([CH:23]([CH3:24])[CH3:25])[N:20]=[CH:21][N:22]=5)=[N:11][C:10]=4[C:9]=3[CH:26]=2)[CH2:2]1. The yield is 0.510.